Dataset: Forward reaction prediction with 1.9M reactions from USPTO patents (1976-2016). Task: Predict the product of the given reaction. (1) Given the reactants [CH3:1][C:2]1[CH:7]=[CH:6][C:5]([C:8]2[N:13]=[C:12]3[CH:14]=[N:15][NH:16][C:11]3=[CH:10][C:9]=2[C:17]2[CH:24]=[CH:23][C:20]([C:21]#[N:22])=[CH:19][CH:18]=2)=[CH:4][CH:3]=1.Cl[CH2:26][CH:27]1[C@@H:32]2[C@H:28]1[CH2:29][N:30]([C:33]([O:35][C:36]([CH3:39])([CH3:38])[CH3:37])=[O:34])[CH2:31]2.C([O-])([O-])=O.[K+].[K+], predict the reaction product. The product is: [C:21]([C:20]1[CH:23]=[CH:24][C:17]([C:9]2[CH:10]=[C:11]3[N:16]([CH2:26][CH:27]4[C@@H:28]5[C@H:32]4[CH2:31][N:30]([C:33]([O:35][C:36]([CH3:37])([CH3:39])[CH3:38])=[O:34])[CH2:29]5)[N:15]=[CH:14][C:12]3=[N:13][C:8]=2[C:5]2[CH:4]=[CH:3][C:2]([CH3:1])=[CH:7][CH:6]=2)=[CH:18][CH:19]=1)#[N:22]. (2) The product is: [NH:11]([C:2]1[N:7]=[CH:6][C:5]([CH2:8][OH:9])=[CH:4][CH:3]=1)[NH2:12]. Given the reactants Cl[C:2]1[N:7]=[CH:6][C:5]([CH2:8][OH:9])=[CH:4][CH:3]=1.O.[NH2:11][NH2:12], predict the reaction product.